This data is from Full USPTO retrosynthesis dataset with 1.9M reactions from patents (1976-2016). The task is: Predict the reactants needed to synthesize the given product. (1) Given the product [ClH:36].[ClH:36].[ClH:36].[CH2:1]1[O:9][C:8]2[CH:7]=[CH:6][C:5]([N:10]([CH:11]3[CH2:16][CH2:15][N:14]([CH2:17][C:40]4[C:41]([C:44]5[CH:49]=[C:48]([O:50][CH3:51])[C:47]([O:52][CH3:53])=[C:46]([O:54][CH3:55])[CH:45]=5)=[N:42][CH:43]=[CH:38][CH:39]=4)[CH2:13][CH2:12]3)[CH2:37][C:38]3[CH:39]=[CH:40][C:41]([C:44]4[CH:49]=[C:48]([O:50][CH3:51])[C:47]([O:52][CH3:53])=[C:46]([O:54][CH3:55])[CH:45]=4)=[N:42][CH:43]=3)=[CH:4][C:3]=2[O:2]1, predict the reactants needed to synthesize it. The reactants are: [CH2:1]1[O:9][C:8]2[CH:7]=[CH:6][C:5]([NH:10][CH:11]3[CH2:16][CH2:15][N:14]([CH2:17]C4C=CN=C(C5C=C(OC)C(OC)=C(OC)C=5)C=4)[CH2:13][CH2:12]3)=[CH:4][C:3]=2[O:2]1.[Cl:36][CH2:37][C:38]1[CH:39]=[CH:40][C:41]([C:44]2[CH:49]=[C:48]([O:50][CH3:51])[C:47]([O:52][CH3:53])=[C:46]([O:54][CH3:55])[CH:45]=2)=[N:42][CH:43]=1. (2) Given the product [NH2:28][C:24]1[CH:23]=[C:22]([CH:27]=[CH:26][CH:25]=1)[O:21][C:3]1[C:2]([Cl:1])=[CH:7][N:6]=[C:5]([NH:8][C:9]2[CH:10]=[N:11][N:12]([CH:14]3[CH2:19][CH2:18][N:17]([CH3:20])[CH2:16][CH2:15]3)[CH:13]=2)[N:4]=1, predict the reactants needed to synthesize it. The reactants are: [Cl:1][C:2]1[C:3]([O:21][C:22]2[CH:27]=[CH:26][CH:25]=[C:24]([N+:28]([O-])=O)[CH:23]=2)=[N:4][C:5]([NH:8][C:9]2[CH:10]=[N:11][N:12]([CH:14]3[CH2:19][CH2:18][N:17]([CH3:20])[CH2:16][CH2:15]3)[CH:13]=2)=[N:6][CH:7]=1. (3) Given the product [CH2:24]([NH:27][C:28](=[O:34])[O:29][C:30]([CH3:33])([CH3:32])[CH3:31])[CH:25]=[CH2:26], predict the reactants needed to synthesize it. The reactants are: [Cu](C#N)C#N.C([Li])CCC.C([SnH](CCCC)CCCC)CCC.[CH2:24]([NH:27][C:28](=[O:34])[O:29][C:30]([CH3:33])([CH3:32])[CH3:31])[C:25]#[CH:26].[Cl-].[NH4+].[OH-].[NH4+]. (4) Given the product [NH2:19][CH2:18][CH2:17][O:16][C:15]1[CH:27]=[CH:28][C:12]([NH:11][C:9]([N:41]2[CH2:42][CH2:43][C:44]3[C:49](=[CH:48][CH:47]=[CH:46][CH:45]=3)[CH2:40]2)=[O:10])=[CH:13][C:14]=1[C:29]1[N:33]([CH3:34])[N:32]=[CH:31][CH:30]=1, predict the reactants needed to synthesize it. The reactants are: O=C1CCC(=O)N1O[C:9]([NH:11][C:12]1[CH:28]=[CH:27][C:15]([O:16][CH2:17][CH2:18][NH:19]C(=O)OC(C)(C)C)=[C:14]([C:29]2[N:33]([CH3:34])[N:32]=[CH:31][CH:30]=2)[CH:13]=1)=[O:10].CN(C)C=O.[CH2:40]1[C:49]2[C:44](=[CH:45][CH:46]=[CH:47][CH:48]=2)[CH2:43][CH2:42][NH:41]1.Cl.CCOCC. (5) The reactants are: [OH:1][N:2]=[C:3]([NH2:11])[C:4]1[CH:9]=[CH:8][CH:7]=[C:6]([I:10])[CH:5]=1.[C:12](Cl)(=O)[CH3:13]. Given the product [I:10][C:6]1[CH:5]=[C:4]([C:3]2[N:11]=[C:12]([CH3:13])[O:1][N:2]=2)[CH:9]=[CH:8][CH:7]=1, predict the reactants needed to synthesize it. (6) Given the product [Cl:12][C:5]1[C:4]2[C:9](=[CH:10][CH:11]=[C:2]([CH:20]=[O:21])[CH:3]=2)[N:8]=[CH:7][CH:6]=1, predict the reactants needed to synthesize it. The reactants are: Br[C:2]1[CH:3]=[C:4]2[C:9](=[CH:10][CH:11]=1)[N:8]=[CH:7][CH:6]=[C:5]2[Cl:12].C([Li])CCC.CN(C)[CH:20]=[O:21]. (7) Given the product [Cl:1][C:2]1[CH:3]=[CH:4][C:5]([C:8]2[NH:16][C:17]3[N:21]([N:20]=[CH:19][C:18]=3[C:22]#[N:23])[C:10](=[O:12])[CH:9]=2)=[N:6][CH:7]=1, predict the reactants needed to synthesize it. The reactants are: [Cl:1][C:2]1[CH:3]=[CH:4][C:5]([C:8](=O)[CH2:9][C:10]([O:12]CC)=O)=[N:6][CH:7]=1.[NH2:16][C:17]1[NH:21][N:20]=[CH:19][C:18]=1[C:22]#[N:23]. (8) Given the product [NH2:62][C:15]1[N:14]=[CH:13][C:12]([C:19]2[CH:20]=[CH:21][C:22]([C:25]3[CH:26]=[N:27][N:28]([CH3:30])[CH:29]=3)=[CH:23][CH:24]=2)=[C:11]2[C:16]=1[CH:17]=[CH:18][C:9]([C:7]([N:5]1[CH2:6][C:3]([O:2][CH3:1])([CH3:31])[CH2:4]1)=[O:8])=[N:10]2, predict the reactants needed to synthesize it. The reactants are: [CH3:1][O:2][C:3]1([CH3:31])[CH2:6][N:5]([C:7]([C:9]2[CH:18]=[CH:17][C:16]3[C:11](=[C:12]([C:19]4[CH:24]=[CH:23][C:22]([C:25]5[CH:26]=[N:27][N:28]([CH3:30])[CH:29]=5)=[CH:21][CH:20]=4)[CH:13]=[N:14][CH:15]=3)[N:10]=2)=[O:8])[CH2:4]1.ClC1C=C(C=CC=1)C(OO)=O.C([O-])(O)=O.[Na+].C1(C)C=CC(S(Cl)(=O)=O)=CC=1.C(C[NH2:62])O.